The task is: Regression/Classification. Given a drug SMILES string, predict its absorption, distribution, metabolism, or excretion properties. Task type varies by dataset: regression for continuous measurements (e.g., permeability, clearance, half-life) or binary classification for categorical outcomes (e.g., BBB penetration, CYP inhibition). Dataset: rlm.. This data is from Rat liver microsome stability data. (1) The molecule is CC(C)[C@H](NS(=O)(=O)c1ccc2c(c1)sc1cc(NC(=O)NCc3ccccc3)ccc12)C(=O)O. The result is 0 (unstable in rat liver microsomes). (2) The molecule is O=C(NCC1CCOCC1)c1nn(-c2ccc(F)cc2F)c2c1C[C@H]1C[C@@H]21. The result is 1 (stable in rat liver microsomes). (3) The drug is NC(=O)C1CCN(c2nc(-c3cccc(Br)c3)cs2)CC1. The result is 1 (stable in rat liver microsomes). (4) The drug is Cc1noc(-c2ccc3c(c2)c2c(n3CCCSc3cc(F)cc(F)c3)CCCC2=O)n1. The result is 1 (stable in rat liver microsomes). (5) The compound is CN(C)C(=O)c1cc(-c2ccc(S(C)(=O)=O)cc2)c2cnn(C)c2n1. The result is 0 (unstable in rat liver microsomes). (6) The drug is CN1CCN(C(=O)c2ccc(NC(=O)Nc3ccc(-c4nc(OC5COC5)nc(N5CCOCC5)n4)cc3)cc2)CC1. The result is 0 (unstable in rat liver microsomes). (7) The compound is COc1ccc(N(CCO)C(=O)Nc2ccc(-c3ncnc4[nH]cc(C)c34)cc2)cc1. The result is 0 (unstable in rat liver microsomes).